From a dataset of Full USPTO retrosynthesis dataset with 1.9M reactions from patents (1976-2016). Predict the reactants needed to synthesize the given product. Given the product [CH3:40][O:39][C:21]1[CH:22]=[C:23]([CH:26]2[CH2:31][CH2:30][NH:29][CH2:28][CH2:27]2)[CH:24]=[CH:25][C:20]=1[NH:19][C:11]1[N:10]=[C:9]([CH2:8][CH2:7][C:6]2[CH:5]=[C:4]([CH:43]=[CH:42][CH:41]=2)[C:1]([NH2:2])=[O:3])[C:14]([C:15]([F:16])([F:17])[F:18])=[CH:13][N:12]=1, predict the reactants needed to synthesize it. The reactants are: [C:1]([C:4]1[CH:5]=[C:6]([CH:41]=[CH:42][CH:43]=1)[CH2:7][CH2:8][C:9]1[C:14]([C:15]([F:18])([F:17])[F:16])=[CH:13][N:12]=[C:11]([NH:19][C:20]2[CH:25]=[CH:24][C:23]([CH:26]3[CH2:31][CH2:30][N:29](C(OC(C)(C)C)=O)[CH2:28][CH2:27]3)=[CH:22][C:21]=2[O:39][CH3:40])[N:10]=1)(=[O:3])[NH2:2].C(O)(C(F)(F)F)=O.